This data is from Tox21: 12 toxicity assays (nuclear receptors and stress response pathways). The task is: Binary classification across 12 toxicity assays. (1) The molecule is CCCC(=O)c1cc(O)c(O)cc1O. It tested positive (active) for: SR-HSE (Heat Shock Element response). (2) The compound is C/C=C/C[C@@H](C)[C@@H](O)[C@H]1C(=O)N[C@@H](CC)C(=O)N(C)CC(=O)N(C)[C@@H](CC(C)C)C(=O)N[C@@H](C(C)C)C(=O)N(C)[C@@H](CC(C)C)C(=O)N[C@@H](C)C(=O)N[C@H](C)C(=O)N(C)[C@@H](CC(C)C)C(=O)N(C)[C@@H](CC(C)C)C(=O)N(C)[C@@H](C(C)C)C(=O)N1C. It tested positive (active) for: SR-ARE (Antioxidant Response Element (oxidative stress)). (3) The compound is CCCc1cc(=O)[nH]c(=S)[nH]1. It tested positive (active) for: NR-ER (Estrogen Receptor agonist activity).